From a dataset of HIV replication inhibition screening data with 41,000+ compounds from the AIDS Antiviral Screen. Binary Classification. Given a drug SMILES string, predict its activity (active/inactive) in a high-throughput screening assay against a specified biological target. (1) The compound is CC(=O)Nc1cc2cc(N)ccc2oc1=O. The result is 0 (inactive). (2) The molecule is CC1=NNC(=O)C1C(CC(=NO)c1c[nH]c2ccccc12)C(=O)O. The result is 0 (inactive). (3) The drug is O=NC1C(Cl)C2CC1C1COCC21. The result is 0 (inactive). (4) The compound is COc1ccc(C2=NOC3COC4C=CC=CC4OCC23)cc1. The result is 0 (inactive). (5) The compound is COc1ccccc1NC(=O)C1=C(C)NC(C)=C(C(=O)Nc2ccccc2OC)C1C=Cc1ccccc1. The result is 0 (inactive). (6) The compound is N=C(N)NN=Cc1c[nH]c2ccccc12.O=[N+]([O-])O. The result is 0 (inactive). (7) The compound is COC(=N)CCSSCCC(=N)OC. The result is 0 (inactive).